Task: Predict the reactants needed to synthesize the given product.. Dataset: Full USPTO retrosynthesis dataset with 1.9M reactions from patents (1976-2016) (1) Given the product [CH2:1]([NH:8][C:9]1[C:10]2[CH:18]=[C:17]([C:19]([O:21][CH2:22][CH3:23])=[O:20])[C:16](=[O:24])[N:15]([OH:25])[C:11]=2[N:12]=[CH:13][N:14]=1)[C:2]1[CH:7]=[CH:6][CH:5]=[CH:4][CH:3]=1, predict the reactants needed to synthesize it. The reactants are: [CH2:1]([NH:8][C:9]1[C:10]2[CH:18]=[C:17]([C:19]([O:21][CH2:22][CH3:23])=[O:20])[C:16](=[O:24])[N:15]([O:25]CC3C=CC=CC=3)[C:11]=2[N:12]=[CH:13][N:14]=1)[C:2]1[CH:7]=[CH:6][CH:5]=[CH:4][CH:3]=1.CO.[H][H]. (2) Given the product [CH3:3][CH2:2][CH2:1][CH:7]([CH3:14])[CH3:8].[C:1]1([CH:7]([C:14]2[CH:15]=[CH:16][C:17]([C:20]3[CH:25]=[CH:24][CH:23]=[CH:22][CH:21]=3)=[CH:18][CH:19]=2)[CH2:8][CH2:9][OH:10])[CH:2]=[CH:3][CH:4]=[CH:5][CH:6]=1, predict the reactants needed to synthesize it. The reactants are: [C:1]1([CH:7]([C:14]2[CH:19]=[CH:18][C:17]([C:20]3[CH:25]=[CH:24][CH:23]=[CH:22][CH:21]=3)=[CH:16][CH:15]=2)[CH2:8][C:9](OCC)=[O:10])[CH:6]=[CH:5][CH:4]=[CH:3][CH:2]=1.[H-].[Al+3].[Li+].[H-].[H-].[H-].[OH-].[Na+]. (3) Given the product [CH3:38][C:2]1([CH3:1])[C:26](=[O:27])[CH2:25][CH2:24][C@@:23]2([CH3:28])[C:3]1=[CH:4][CH2:5][C@@H:6]1[C@@H:22]2[CH2:21][CH2:20][C@@:19]2([CH3:29])[C@H:7]1[CH2:8][CH:9]([OH:30])[C@@H:10]2[C@H:11]([CH3:18])[CH2:12][CH2:13][CH2:14][CH:15]([CH3:17])[CH3:16], predict the reactants needed to synthesize it. The reactants are: [CH3:1][C:2]1([CH3:38])[C:26](=[O:27])[CH2:25][CH2:24][C@@:23]2([CH3:28])[C:3]1=[CH:4][CH2:5][C@@H:6]1[C@@H:22]2[CH2:21][CH2:20][C@@:19]2([CH3:29])[C@H:7]1[CH2:8][C@H:9]([O:30][Si](C(C)(C)C)(C)C)[C@@H:10]2[C@H:11]([CH3:18])[CH2:12][CH2:13][CH2:14][CH:15]([CH3:17])[CH3:16].Cl. (4) Given the product [Cl:1][C:2]1[CH:7]2[N:8]=[CH:9][N:10]([CH3:11])[CH:6]2[N:5]=[C:4]([NH:12][S:24]([CH:27]2[CH2:29][CH2:28]2)(=[O:26])=[O:25])[C:3]=1[NH:14][C:15]1[CH:20]=[CH:19][C:18]([I:21])=[CH:17][C:16]=1[F:22], predict the reactants needed to synthesize it. The reactants are: [Cl:1][C:2]1[CH:7]2[N:8]=[CH:9][N:10]([CH3:11])[CH:6]2[N:5]=[C:4]2[N:12]([S:24]([CH:27]3[CH2:29][CH2:28]3)(=[O:26])=[O:25])C(=O)[N:14]([C:15]3[CH:20]=[CH:19][C:18]([I:21])=[CH:17][C:16]=3[F:22])[C:3]=12.C[Si](C)(C)[O-].[K+].